From a dataset of Full USPTO retrosynthesis dataset with 1.9M reactions from patents (1976-2016). Predict the reactants needed to synthesize the given product. (1) Given the product [C:1]([CH:5]1[CH2:14][CH2:13][C:12]2[N:11]=[C:10]3[S:15][C:21]([S:22]([CH3:25])(=[O:24])=[O:23])=[C:16]([NH2:17])[C:9]3=[CH:8][C:7]=2[CH2:6]1)([CH3:4])([CH3:2])[CH3:3], predict the reactants needed to synthesize it. The reactants are: [C:1]([CH:5]1[CH2:14][CH2:13][C:12]2[N:11]=[C:10]([SH:15])[C:9]([C:16]#[N:17])=[CH:8][C:7]=2[CH2:6]1)([CH3:4])([CH3:3])[CH3:2].[OH-].[K+].Cl[CH2:21][S:22]([CH3:25])(=[O:24])=[O:23]. (2) Given the product [Cl:1][C:2]1[CH:3]=[C:4]([C:9]2[C:13]([CH2:14][CH2:15][C:16]([O:18][CH3:24])=[O:17])=[CH:12][O:11][N:10]=2)[CH:5]=[CH:6][C:7]=1[F:8], predict the reactants needed to synthesize it. The reactants are: [Cl:1][C:2]1[CH:3]=[C:4]([C:9]2[C:13]([CH2:14][CH2:15][C:16]([OH:18])=[O:17])=[CH:12][O:11][N:10]=2)[CH:5]=[CH:6][C:7]=1[F:8].S(=O)(=O)(O)O.[CH3:24]O. (3) The reactants are: C([N:4]1[C:12]2[C:7](=[CH:8][CH:9]=[CH:10][CH:11]=2)[C:6](=[C:13](Cl)[C:14]2[CH:19]=[CH:18][CH:17]=[CH:16][CH:15]=2)[C:5]1=[O:21])(=O)C.Cl.[CH3:23][O:24][CH2:25][C:26]1[CH:27]=[C:28]([CH:30]=[CH:31][CH:32]=1)[NH2:29].[OH-].[Na+]. Given the product [CH3:23][O:24][CH2:25][C:26]1[CH:27]=[C:28]([NH:29]/[C:13](=[C:6]2\[C:5](=[O:21])[NH:4][C:12]3[C:7]\2=[CH:8][CH:9]=[CH:10][CH:11]=3)/[C:14]2[CH:15]=[CH:16][CH:17]=[CH:18][CH:19]=2)[CH:30]=[CH:31][CH:32]=1, predict the reactants needed to synthesize it. (4) Given the product [Cl:23][C:24]1[N:29]=[CH:28][C:27]([NH:30][C:12]([C:10]2[N:11]=[C:7]([C:1]3[CH:2]=[CH:3][CH:4]=[CH:5][CH:6]=3)[O:8][C:9]=2[C:15]([F:18])([F:17])[F:16])=[O:14])=[CH:26][CH:25]=1, predict the reactants needed to synthesize it. The reactants are: [C:1]1([C:7]2[O:8][C:9]([C:15]([F:18])([F:17])[F:16])=[C:10]([C:12]([OH:14])=O)[N:11]=2)[CH:6]=[CH:5][CH:4]=[CH:3][CH:2]=1.C(Cl)CCl.[Cl:23][C:24]1[N:29]=[CH:28][C:27]([NH2:30])=[CH:26][CH:25]=1.C1C=CC2N(O)N=NC=2C=1. (5) Given the product [F:2][C:3]1[CH:8]=[CH:7][C:6]([NH:9][C:10]2[CH:15]=[CH:14][N:13]=[C:12]([NH:16][C:17]3[CH:22]=[CH:21][C:20]([S:23]([N:28]([CH3:27])[CH:29]4[CH2:33][CH2:32][N:31]([CH3:34])[CH2:30]4)(=[O:25])=[O:24])=[CH:19][CH:18]=3)[N:11]=2)=[CH:5][CH:4]=1, predict the reactants needed to synthesize it. The reactants are: Cl.[F:2][C:3]1[CH:8]=[CH:7][C:6]([NH:9][C:10]2[CH:15]=[CH:14][N:13]=[C:12]([NH:16][C:17]3[CH:22]=[CH:21][C:20]([S:23](Cl)(=[O:25])=[O:24])=[CH:19][CH:18]=3)[N:11]=2)=[CH:5][CH:4]=1.[CH3:27][NH:28][CH:29]1[CH2:33][CH2:32][N:31]([CH3:34])[CH2:30]1. (6) Given the product [F:1][C:2]1[CH:3]=[N:4][C:5]([C@@H:8]([NH:10][C:11]2[N:12]=[C:13]([N:18]3[CH2:19][CH2:20][O:21][CH2:22][CH2:23]3)[N:14]=[C:15]([NH:17][C:25]3[S:26][C:27]([C:30]#[N:31])=[CH:28][N:29]=3)[N:16]=2)[CH3:9])=[N:6][CH:7]=1, predict the reactants needed to synthesize it. The reactants are: [F:1][C:2]1[CH:3]=[N:4][C:5]([C@@H:8]([NH:10][C:11]2[N:16]=[C:15]([NH2:17])[N:14]=[C:13]([N:18]3[CH2:23][CH2:22][O:21][CH2:20][CH2:19]3)[N:12]=2)[CH3:9])=[N:6][CH:7]=1.Cl[C:25]1[S:26][C:27]([C:30]#[N:31])=[CH:28][N:29]=1.CC1(C)C2C(=C(P(C3C=CC=CC=3)C3C=CC=CC=3)C=CC=2)OC2C(P(C3C=CC=CC=3)C3C=CC=CC=3)=CC=CC1=2.C([O-])([O-])=O.[Cs+].[Cs+].